This data is from Peptide-MHC class II binding affinity with 134,281 pairs from IEDB. The task is: Regression. Given a peptide amino acid sequence and an MHC pseudo amino acid sequence, predict their binding affinity value. This is MHC class II binding data. (1) The peptide sequence is YAKMRSAHTNDVKQL. The MHC is HLA-DQA10101-DQB10501 with pseudo-sequence HLA-DQA10101-DQB10501. The binding affinity (normalized) is 0.242. (2) The peptide sequence is ALSRVQSMFLGTGGS. The MHC is HLA-DPA10201-DPB10101 with pseudo-sequence HLA-DPA10201-DPB10101. The binding affinity (normalized) is 0.435. (3) The peptide sequence is SYIAEMETESWIVDR. The MHC is DRB5_0101 with pseudo-sequence DRB5_0101. The binding affinity (normalized) is 0.115. (4) The peptide sequence is EFIPMKSSWGAIWRI. The MHC is HLA-DQA10102-DQB10602 with pseudo-sequence HLA-DQA10102-DQB10602. The binding affinity (normalized) is 0.484. (5) The peptide sequence is AQATAGTTVYGAFAA. The MHC is HLA-DPA10103-DPB10401 with pseudo-sequence HLA-DPA10103-DPB10401. The binding affinity (normalized) is 0.150. (6) The peptide sequence is LGMLLMTGGVTLVRK. The MHC is DRB4_0103 with pseudo-sequence DRB4_0103. The binding affinity (normalized) is 0.733. (7) The peptide sequence is LIAIVMVTILLCCMT. The MHC is DRB1_0101 with pseudo-sequence DRB1_0101. The binding affinity (normalized) is 0.189.